From a dataset of Reaction yield outcomes from USPTO patents with 853,638 reactions. Predict the reaction yield, written as a fraction of the theoretical maximum amount of product (1.0 means a 100% yield; for example, 0.34 means a 34% yield). (1) The reactants are [C:1]([C:3]1[C:11]2[C:6](=[CH:7][CH:8]=[C:9](OC)[CH:10]=2)[N:5]([CH2:14][CH3:15])[C:4]=1[C:16]1[CH:25]=[CH:24][C:19]([C:20]([O:22]C)=[O:21])=[CH:18][CH:17]=1)#[N:2].[OH-].[Na+].C1C[O:31][CH2:30]C1. The yield is 0.920. The catalyst is O. The product is [C:1]([C:3]1[C:11]2[C:6](=[CH:7][C:8]([O:31][CH3:30])=[CH:9][CH:10]=2)[N:5]([CH2:14][CH3:15])[C:4]=1[C:16]1[CH:17]=[CH:18][C:19]([C:20]([OH:22])=[O:21])=[CH:24][CH:25]=1)#[N:2]. (2) The reactants are [C:1]([C:5]1[C:6]2[CH:12]([C:13]3[CH:18]=[CH:17][CH:16]=[CH:15][C:14]=3[O:19][CH2:20][C:21]([O:23]C)=[O:22])[N:11]([C:25]3[CH:30]=[CH:29][C:28]([C:31]4[CH:35]=[CH:34][S:33][CH:32]=4)=[CH:27][CH:26]=3)[C:10](=[O:36])[C:7]=2NN=1)([CH3:4])([CH3:3])[CH3:2].C1COCC1.[OH-:42].[Li+].Cl.[OH2:45]. The catalyst is CO. The product is [OH:23][C:21]([CH2:20][O:19][C:14]1[CH:15]=[CH:16][CH:17]=[CH:18][C:13]=1[CH:12]1[N:11]([C:25]2[CH:26]=[CH:27][C:28]([C:31]3[CH:35]=[CH:34][S:33][CH:32]=3)=[CH:29][CH:30]=2)[C:10](=[O:36])[C:7]([OH:42])=[C:6]1[C:5](=[O:45])[C:1]([CH3:4])([CH3:3])[CH3:2])=[O:22]. The yield is 0.870. (3) The reactants are [C:1]1([CH:7]2[C:16]3[C:11]4=[C:12]([CH:18]([C:21]5[CH:26]=[CH:25][CH:24]=[CH:23][CH:22]=5)[CH2:19][CH2:20][N:10]4[CH2:9][CH2:8]2)[CH:13]=[C:14]([NH2:17])[CH:15]=3)[CH:6]=[CH:5][CH:4]=[CH:3][CH:2]=1.[CH2:27]([N:30]=[C:31]=[S:32])[CH2:28][CH3:29]. The catalyst is ClCCl. The product is [C:21]1([CH:18]2[C:12]3[C:11]4=[C:16]([CH:7]([C:1]5[CH:2]=[CH:3][CH:4]=[CH:5][CH:6]=5)[CH2:8][CH2:9][N:10]4[CH2:20][CH2:19]2)[CH:15]=[C:14]([NH:17][C:31]([NH:30][CH2:27][CH2:28][CH3:29])=[S:32])[CH:13]=3)[CH:26]=[CH:25][CH:24]=[CH:23][CH:22]=1. The yield is 0.490. (4) The reactants are [NH2:1][C:2]1[CH:6]=[C:5]([C:7]([CH3:11])([CH3:10])[CH2:8][OH:9])[O:4][N:3]=1.C(C1C=C(N[C:21](=[O:29])[O:22][C:23]2[CH:28]=[CH:27][CH:26]=[CH:25][CH:24]=2)ON=1)(C)C. No catalyst specified. The product is [OH:9][CH2:8][C:7]([C:5]1[O:4][N:3]=[C:2]([NH:1][C:21](=[O:29])[O:22][C:23]2[CH:28]=[CH:27][CH:26]=[CH:25][CH:24]=2)[CH:6]=1)([CH3:11])[CH3:10]. The yield is 0.720. (5) The reactants are [CH:1]([C:3]1[N:8]=[C:7]([C:9]([O:11][CH2:12][CH3:13])=[O:10])[CH:6]=[CH:5][CH:4]=1)=[CH2:2]. The catalyst is C(O)C.[OH-].[OH-].[Pd+2]. The product is [CH2:1]([C:3]1[N:8]=[C:7]([C:9]([O:11][CH2:12][CH3:13])=[O:10])[CH:6]=[CH:5][CH:4]=1)[CH3:2]. The yield is 0.950.